Dataset: Full USPTO retrosynthesis dataset with 1.9M reactions from patents (1976-2016). Task: Predict the reactants needed to synthesize the given product. (1) Given the product [F:13][C:12]([F:14])([F:15])[C:8]1[CH:7]=[C:6]([CH:11]=[CH:10][CH:9]=1)[C:5]([NH:4][CH2:3][C:2]([NH:17][C@@H:18]1[CH2:22][CH2:21][N:20]([CH:24]2[CH2:30][CH2:29][CH2:28][N:27]([C:31]([O:33][CH2:34][C:35]3[CH:36]=[CH:37][CH:38]=[CH:39][CH:40]=3)=[O:32])[CH2:26][CH2:25]2)[CH2:19]1)=[O:1])=[O:16], predict the reactants needed to synthesize it. The reactants are: [O:1]=[C:2]([NH:17][C@@H:18]1[CH2:22][CH2:21][NH:20][CH2:19]1)[CH2:3][NH:4][C:5](=[O:16])[C:6]1[CH:11]=[CH:10][CH:9]=[C:8]([C:12]([F:15])([F:14])[F:13])[CH:7]=1.O=[C:24]1[CH2:30][CH2:29][CH2:28][N:27]([C:31]([O:33][CH2:34][C:35]2[CH:40]=[CH:39][CH:38]=[CH:37][CH:36]=2)=[O:32])[CH2:26][CH2:25]1.C(O[BH-](OC(=O)C)OC(=O)C)(=O)C.[Na+].C([O-])(O)=O.[Na+]. (2) Given the product [CH2:16]1[C:10]2[CH:9]=[CH:8][C:7]([C:26]([O:28][CH3:29])=[O:27])=[CH:24][C:11]=2[CH2:12][CH2:13][CH2:14][N:15]1[C:17]([O:19][C:20]([CH3:23])([CH3:22])[CH3:21])=[O:18], predict the reactants needed to synthesize it. The reactants are: C([Li])(C)(C)C.Br[C:7]1[CH:8]=[CH:9][C:10]2[CH2:16][N:15]([C:17]([O:19][C:20]([CH3:23])([CH3:22])[CH3:21])=[O:18])[CH2:14][CH2:13][CH2:12][C:11]=2[CH:24]=1.Cl[C:26]([O:28][CH3:29])=[O:27]. (3) Given the product [C:27]([C:23]1[CH:22]=[C:21]([N:10]2[C:11]([CH2:13][CH2:14][C:15]3[CH:20]=[CH:19][CH:18]=[CH:17][CH:16]=3)=[CH:12][C:8]([C:6]([OH:7])=[O:5])=[C:9]2[C:30]2[CH:35]=[CH:34][CH:33]=[CH:32][CH:31]=2)[CH:26]=[CH:25][CH:24]=1)([OH:29])=[O:28], predict the reactants needed to synthesize it. The reactants are: [OH-].[Na+].C([O:5][C:6]([C:8]1[CH:12]=[C:11]([CH2:13][CH2:14][C:15]2[CH:20]=[CH:19][CH:18]=[CH:17][CH:16]=2)[N:10]([C:21]2[CH:26]=[CH:25][CH:24]=[C:23]([C:27]([OH:29])=[O:28])[CH:22]=2)[C:9]=1[C:30]1[CH:35]=[CH:34][CH:33]=[CH:32][CH:31]=1)=[O:7])C. (4) Given the product [Cl:19][C:18]1[C:12]2[O:11][CH2:10][CH2:9][NH:8][CH2:14][C:13]=2[CH:15]=[CH:16][N:17]=1, predict the reactants needed to synthesize it. The reactants are: C([N:8]1[CH2:14][C:13]2[CH:15]=[CH:16][N:17]=[C:18]([Cl:19])[C:12]=2[O:11][CH2:10][CH2:9]1)C1C=CC=CC=1.ClC(OC(Cl)C)=O. (5) Given the product [Cl:1][C:2]1[CH:3]=[C:4]([C:22]2[CH2:23][CH2:24][C:25](=[O:28])[NH:26][N:27]=2)[CH:5]=[CH:6][C:7]=1[O:8][CH2:9][CH2:10][CH2:11][O:12][CH2:13][CH2:14][C:15]1[CH:20]=[CH:19][C:18]([O:21][CH2:44][C@@H:45]2[CH2:46][O:48]2)=[CH:17][CH:16]=1, predict the reactants needed to synthesize it. The reactants are: [Cl:1][C:2]1[CH:3]=[C:4]([C:22]2[CH2:23][CH2:24][C:25](=[O:28])[NH:26][N:27]=2)[CH:5]=[CH:6][C:7]=1[O:8][CH2:9][CH2:10][CH2:11][O:12][CH2:13][CH2:14][C:15]1[CH:20]=[CH:19][C:18]([OH:21])=[CH:17][CH:16]=1.C(OC(=O)NCCNC(=O)C(C1C=[CH:46][C:45]([OH:48])=[CH:44]C=1)C)(C)(C)C.